Dataset: Peptide-MHC class II binding affinity with 134,281 pairs from IEDB. Task: Regression. Given a peptide amino acid sequence and an MHC pseudo amino acid sequence, predict their binding affinity value. This is MHC class II binding data. (1) The peptide sequence is NNLYADKVSVAEDNI. The MHC is DRB1_0101 with pseudo-sequence DRB1_0101. The binding affinity (normalized) is 0.212. (2) The peptide sequence is GKLIHEWCCRSCTLP. The MHC is DRB1_0401 with pseudo-sequence DRB1_0401. The binding affinity (normalized) is 0.309. (3) The peptide sequence is TLWQRPVVTIKIGGQLREAL. The MHC is DRB5_0101 with pseudo-sequence DRB5_0101. The binding affinity (normalized) is 0.321. (4) The peptide sequence is SGSQEVEFIGYGKAT. The MHC is DRB1_0401 with pseudo-sequence DRB1_0401. The binding affinity (normalized) is 0. (5) The MHC is DRB1_0101 with pseudo-sequence DRB1_0101. The binding affinity (normalized) is 0.695. The peptide sequence is LLAGRSCSYKIGHHV.